The task is: Predict which catalyst facilitates the given reaction.. This data is from Catalyst prediction with 721,799 reactions and 888 catalyst types from USPTO. (1) The catalyst class is: 1. Reactant: [C:1]1([NH:7][NH2:8])[CH:6]=[CH:5][CH:4]=[CH:3][CH:2]=1.[C:9](Cl)(=[O:14])[CH2:10][C:11](Cl)=[O:12]. Product: [C:1]1([N:7]2[C:11](=[O:12])[CH2:10][C:9](=[O:14])[NH:8]2)[CH:6]=[CH:5][CH:4]=[CH:3][CH:2]=1. (2) Reactant: [CH3:1][C:2]1[CH:7]=[C:6]([CH3:8])[CH:5]=[C:4]([CH3:9])[C:3]=1[N:10]=[C:11]=[O:12].[NH2:13][C:14]1[CH:15]=[C:16]([C:35]2[CH:40]=[CH:39][C:38]([O:41][CH3:42])=[CH:37][CH:36]=2)[CH:17]=[CH:18][C:19]=1[C:20]([NH:22][C@@H:23]([CH:29]1[CH2:34][CH2:33][CH2:32][CH2:31][CH2:30]1)[C:24]1[NH:28][N:27]=[N:26][N:25]=1)=[O:21]. Product: [CH:29]1([C@@H:23]([C:24]2[NH:28][N:27]=[N:26][N:25]=2)[NH:22][C:20]([C:19]2[CH:18]=[CH:17][C:16]([C:35]3[CH:40]=[CH:39][C:38]([O:41][CH3:42])=[CH:37][CH:36]=3)=[CH:15][C:14]=2[NH:13][C:11]([NH:10][C:3]2[C:2]([CH3:1])=[CH:7][C:6]([CH3:8])=[CH:5][C:4]=2[CH3:9])=[O:12])=[O:21])[CH2:34][CH2:33][CH2:32][CH2:31][CH2:30]1. The catalyst class is: 17. (3) Reactant: [F:1][C:2]1[CH:3]=[C:4]([C:8]2[C:18]3[O:17][CH2:16][CH2:15][N:14](C(OC(C)(C)C)=O)[CH2:13][C:12]=3[CH:11]=[CH:10][CH:9]=2)[CH:5]=[CH:6][CH:7]=1.C(OCC)(=O)C.[ClH:32]. Product: [ClH:32].[F:1][C:2]1[CH:3]=[C:4]([C:8]2[C:18]3[O:17][CH2:16][CH2:15][NH:14][CH2:13][C:12]=3[CH:11]=[CH:10][CH:9]=2)[CH:5]=[CH:6][CH:7]=1. The catalyst class is: 13. (4) Reactant: CC([N:5]([C:9]1[CH:14]=[CH:13][C:12](Br)=[C:11]([O:16][C:17]([F:20])([F:19])[F:18])[CH:10]=1)C(=O)[O-])(C)C.[C:21]([Cu])#[N:22].Cl. Product: [NH2:5][C:9]1[CH:14]=[CH:13][C:12]([C:21]#[N:22])=[C:11]([O:16][C:17]([F:18])([F:19])[F:20])[CH:10]=1. The catalyst class is: 18. (5) Reactant: [CH2:1]([O:4][NH:5][CH:6]1[CH2:11][NH:10][C@@H:9]([C:12]([NH2:14])=[O:13])[C:8]([CH2:15][CH3:16])=[CH:7]1)[CH:2]=[CH2:3].C(N(C(C)C)CC)(C)C.Cl[C:27](Cl)([O:29]C(=O)OC(Cl)(Cl)Cl)Cl. Product: [CH2:1]([O:4][N:5]1[C:27](=[O:29])[N:10]2[CH2:11][C@H:6]1[CH:7]=[C:8]([CH2:15][CH3:16])[C@H:9]2[C:12]([NH2:14])=[O:13])[CH:2]=[CH2:3]. The catalyst class is: 115. (6) Reactant: [CH3:1][C:2]1[CH:3]=[C:4]([CH:8]=[CH:9][C:10]=1[N+:11]([O-:13])=[O:12])[C:5]([OH:7])=O.S(Cl)(Cl)=O.[CH3:18][N:19]1[CH2:24][CH2:23][NH:22][CH2:21][CH2:20]1.O. Product: [CH3:1][C:2]1[CH:3]=[C:4]([C:5]([N:22]2[CH2:23][CH2:24][N:19]([CH3:18])[CH2:20][CH2:21]2)=[O:7])[CH:8]=[CH:9][C:10]=1[N+:11]([O-:13])=[O:12]. The catalyst class is: 26. (7) Reactant: [CH3:1][C:2]1[CH:7]=[C:6]([O:8][CH2:9][C@@H:10]2[CH2:14][CH2:13][C:12](=[O:15])[NH:11]2)[CH:5]=[C:4]([CH3:16])[C:3]=1[C:17]1[C:25]2[O:24][CH2:23][C@@H:22]([N:26](C(=O)C(F)(F)F)[C:27]3[CH:40]=[CH:39][C:30]4[C@H:31]([CH2:34][C:35]([O:37]C)=[O:36])[CH2:32][O:33][C:29]=4[CH:28]=3)[C:21]=2[CH:20]=[CH:19][CH:18]=1.C(=O)([O-])[O-].[K+].[K+].[OH-].[Na+].Cl. Product: [CH3:1][C:2]1[CH:7]=[C:6]([O:8][CH2:9][C@@H:10]2[CH2:14][CH2:13][C:12](=[O:15])[NH:11]2)[CH:5]=[C:4]([CH3:16])[C:3]=1[C:17]1[C:25]2[O:24][CH2:23][C@@H:22]([NH:26][C:27]3[CH:40]=[CH:39][C:30]4[C@H:31]([CH2:34][C:35]([OH:37])=[O:36])[CH2:32][O:33][C:29]=4[CH:28]=3)[C:21]=2[CH:20]=[CH:19][CH:18]=1. The catalyst class is: 364.